This data is from Full USPTO retrosynthesis dataset with 1.9M reactions from patents (1976-2016). The task is: Predict the reactants needed to synthesize the given product. (1) Given the product [CH3:35][Sn:36]([CH3:38])([CH3:37])[C:32]1[S:31][C:30]([C:24]2[C:25]3[C:29](=[N:28][S:27][N:26]=3)[C:21]([C:17]3[S:16][C:20]([Sn:36]([CH3:38])([CH3:37])[CH3:35])=[CH:19][CH:18]=3)=[CH:22][CH:23]=2)=[CH:34][CH:33]=1, predict the reactants needed to synthesize it. The reactants are: CC1(C)CCCC(C)(C)N1.C([Li])CCC.[S:16]1[CH:20]=[CH:19][CH:18]=[C:17]1[C:21]1[C:29]2[C:25](=[N:26][S:27][N:28]=2)[C:24]([C:30]2[S:31][CH:32]=[CH:33][CH:34]=2)=[CH:23][CH:22]=1.[CH3:35][Sn:36](Cl)([CH3:38])[CH3:37]. (2) Given the product [Si:1]([O:8][CH:9]([C:33]([CH3:34])([CH3:35])[CH3:36])[CH2:10][O:11][C:12]1[CH:17]=[CH:16][C:15]([C:18]([C:23]2[CH:28]=[CH:27][C:26]([CH:29]=[O:30])=[C:25]([CH3:31])[CH:24]=2)([CH2:19][CH3:20])[CH2:21][CH3:22])=[CH:14][C:13]=1[CH3:32])([C:4]([CH3:5])([CH3:7])[CH3:6])([CH3:2])[CH3:3], predict the reactants needed to synthesize it. The reactants are: [Si:1]([O:8][CH:9]([C:33]([CH3:36])([CH3:35])[CH3:34])[CH2:10][O:11][C:12]1[CH:17]=[CH:16][C:15]([C:18]([C:23]2[CH:28]=[CH:27][C:26]([CH2:29][OH:30])=[C:25]([CH3:31])[CH:24]=2)([CH2:21][CH3:22])[CH2:19][CH3:20])=[CH:14][C:13]=1[CH3:32])([C:4]([CH3:7])([CH3:6])[CH3:5])([CH3:3])[CH3:2].C[N+]1([O-])CCOCC1. (3) Given the product [O:1]=[C:2]1[C:6]([C:7]2[CH:12]=[CH:11][C:10]([O:13][C:14]([F:17])([F:16])[F:15])=[CH:9][CH:8]=2)=[N:5][C:4]2([CH2:22][CH2:21][CH2:20][CH2:19][CH2:18]2)[N:3]1[CH2:23][C:24]([Cl:30])=[O:26], predict the reactants needed to synthesize it. The reactants are: [O:1]=[C:2]1[C:6]([C:7]2[CH:12]=[CH:11][C:10]([O:13][C:14]([F:17])([F:16])[F:15])=[CH:9][CH:8]=2)=[N:5][C:4]2([CH2:22][CH2:21][CH2:20][CH2:19][CH2:18]2)[N:3]1[CH2:23][C:24]([OH:26])=O.C(Cl)(=O)C([Cl:30])=O. (4) Given the product [CH3:14][O:15][C:16]1[C:24]2[O:23][C:22]([CH3:26])([CH3:25])[CH2:21][C:20]=2[C:19]([C:27]2[C@@H:36]3[C@@H:31]([CH2:32][CH:33]=[CH:34][CH2:35]3)[C:30](=[O:37])[N:29]([C:38]3[CH:43]=[CH:42][C:41]([C:44]([N:10]4[CH2:11][CH2:12][N:7]([C:1]5[CH:6]=[CH:5][CH:4]=[CH:3][CH:2]=5)[CH2:8][CH2:9]4)=[O:45])=[CH:40][CH:39]=3)[N:28]=2)=[CH:18][CH:17]=1, predict the reactants needed to synthesize it. The reactants are: [C:1]1([N:7]2[CH2:12][CH2:11][NH:10][CH2:9][CH2:8]2)[CH:6]=[CH:5][CH:4]=[CH:3][CH:2]=1.Cl.[CH3:14][O:15][C:16]1[C:24]2[O:23][C:22]([CH3:26])([CH3:25])[CH2:21][C:20]=2[C:19]([C:27]2[C@@H:36]3[C@@H:31]([CH2:32][CH:33]=[CH:34][CH2:35]3)[C:30](=[O:37])[N:29]([C:38]3[CH:43]=[CH:42][C:41]([C:44](N4CCN(C/C=C/C5C=CC=CC=5)CC4)=[O:45])=[CH:40][CH:39]=3)[N:28]=2)=[CH:18][CH:17]=1. (5) The reactants are: Br[CH2:2][CH:3]1[O:8][C:7]2[CH:9]=[C:10]([S:13]([CH3:16])(=[O:15])=[O:14])[CH:11]=[CH:12][C:6]=2[CH2:5][O:4]1.[CH2:17]([NH2:21])[CH2:18][CH2:19][CH3:20].CCO. Given the product [CH3:16][S:13]([C:10]1[CH:11]=[CH:12][C:6]2[CH2:5][O:4][CH:3]([CH2:2][NH:21][CH2:17][CH2:18][CH2:19][CH3:20])[O:8][C:7]=2[CH:9]=1)(=[O:15])=[O:14], predict the reactants needed to synthesize it. (6) Given the product [CH:1]1([C:4]2[CH:5]=[C:6]([CH:11]=[C:12]([CH:14]3[CH2:15][CH2:16]3)[CH:13]=2)[C:7]([OH:9])=[O:8])[CH2:3][CH2:2]1, predict the reactants needed to synthesize it. The reactants are: [CH:1]1([C:4]2[CH:5]=[C:6]([CH:11]=[C:12]([CH:14]3[CH2:16][CH2:15]3)[CH:13]=2)[C:7]([O:9]C)=[O:8])[CH2:3][CH2:2]1.O[Li].O.